This data is from Reaction yield outcomes from USPTO patents with 853,638 reactions. The task is: Predict the reaction yield, written as a fraction of the theoretical maximum amount of product (1.0 means a 100% yield; for example, 0.34 means a 34% yield). (1) The reactants are [CH:1]1([N:4]2[C:12]3[C:7](=[CH:8][CH:9]=[C:10]([O:13][CH3:14])[CH:11]=3)[CH:6]=[CH:5]2)[CH2:3][CH2:2]1.ClS([N:19]=[C:20]=O)(=O)=O. The catalyst is CN(C=O)C. The product is [C:20]([C:6]1[C:7]2[C:12](=[CH:11][C:10]([O:13][CH3:14])=[CH:9][CH:8]=2)[N:4]([CH:1]2[CH2:3][CH2:2]2)[CH:5]=1)#[N:19]. The yield is 0.820. (2) The reactants are Cl[C:2]1[CH:11]=[CH:10][C:5]([C:6]([O:8][CH3:9])=[O:7])=[C:4]([CH3:12])[CH:3]=1.CN1C(=O)C[CH2:16][CH2:15]1.CC[Mg+].[Br-]. The catalyst is C1COCC1.CCOCC.C/C(/[O-])=C/C(C)=O.C/C(/[O-])=C/C(C)=O.C/C(/[O-])=C/C(C)=O.[Fe+3]. The product is [CH2:15]([C:2]1[CH:11]=[CH:10][C:5]([C:6]([O:8][CH3:9])=[O:7])=[C:4]([CH3:12])[CH:3]=1)[CH3:16]. The yield is 0.830. (3) The reactants are [NH2:1][C:2]1[C:3]([NH:22][CH:23]2[CH2:27][CH2:26][CH2:25][CH2:24]2)=[N:4][C:5]([NH:8][C:9]2[CH:14]=[CH:13][C:12]([N:15]3[CH2:20][CH2:19][N:18]([CH3:21])[CH2:17][CH2:16]3)=[CH:11][CH:10]=2)=[N:6][CH:7]=1.[C:28](OCC)(=[O:34])[C:29](OCC)=[O:30]. The catalyst is C(OCCO)C. The product is [CH:23]1([N:22]2[C:3]3[N:4]=[C:5]([NH:8][C:9]4[CH:14]=[CH:13][C:12]([N:15]5[CH2:16][CH2:17][N:18]([CH3:21])[CH2:19][CH2:20]5)=[CH:11][CH:10]=4)[N:6]=[CH:7][C:2]=3[NH:1][C:29](=[O:30])[C:28]2=[O:34])[CH2:24][CH2:25][CH2:26][CH2:27]1. The yield is 0.520. (4) The reactants are [CH3:1][C:2]1([CH3:12])[O:6][C:5](=[CH:7][C:8](Cl)=[O:9])[C:4](=[O:11])[O:3]1.[C:13]([O:17][C:18](=[O:29])[C:19]1[CH:24]=[CH:23][C:22]([CH2:25][NH:26][O:27][CH3:28])=[CH:21][CH:20]=1)([CH3:16])([CH3:15])[CH3:14]. No catalyst specified. The product is [C:13]([O:17][C:18](=[O:29])[C:19]1[CH:20]=[CH:21][C:22]([CH2:25][N:26]([C:8](=[O:9])[CH:7]=[C:5]2[C:4](=[O:11])[O:3][C:2]([CH3:12])([CH3:1])[O:6]2)[O:27][CH3:28])=[CH:23][CH:24]=1)([CH3:16])([CH3:15])[CH3:14]. The yield is 0.930. (5) The reactants are [CH3:1][O:2][C:3]1[CH:8]=[CH:7][C:6]([C:9]([NH:20][CH2:21][CH2:22][CH2:23][CH2:24][CH2:25][C:26]([N:28]2[C:39]3[C:31](=[C:32]4[C:36](=[CH:37][CH:38]=3)[NH:35][CH:34]([C:40](O)=[O:41])[CH2:33]4)[CH:30]=[CH:29]2)=[O:27])([C:14]2[CH:19]=[CH:18][CH:17]=[CH:16][CH:15]=2)[C:10](=[CH2:13])[CH:11]=[CH2:12])=[CH:5][CH:4]=1.[CH:43]1[C:47]2=[C:48]3[C:52](=[CH:53][CH:54]=[C:46]2[NH:45][CH:44]=1)[NH:51][CH:50]([C:55]([N:57]1[C:68]2[C:60](=[C:61]4[C:65](=[CH:66][CH:67]=2)[NH:64][CH:63]([C:69]([O:71][CH3:72])=[O:70])[CH2:62]4)[CH:59]=[CH:58]1)=[O:56])[CH2:49]3.[C:73](O)(C(F)(F)F)=O.C(Cl)CCl. The catalyst is CN(C=O)C. The product is [CH3:1][O:2][C:3]1[CH:8]=[CH:7][C:6]([C:9]([NH:20][CH2:21][CH2:22][CH2:23][CH2:24][CH2:25][C:26]([N:28]2[C:39]3[C:31](=[C:32]4[C:36](=[CH:37][CH:38]=3)[NH:35][CH:34]([C:40]([N:45]3[C:46]5[C:47](=[C:48]6[C:52](=[CH:53][CH:54]=5)[NH:51][CH:50]([C:55]([N:57]5[C:68]7[C:60](=[C:61]8[C:65](=[CH:66][CH:67]=7)[NH:64][CH:63]([C:69]([O:71][CH3:72])=[O:70])[CH2:62]8)[CH:59]=[CH:58]5)=[O:56])[CH2:49]6)[CH:43]=[CH:44]3)=[O:41])[CH2:33]4)[CH:30]=[CH:29]2)=[O:27])([C:14]2[CH:15]=[CH:16][CH:17]=[CH:18][CH:19]=2)/[C:10](/[CH3:13])=[CH:11]/[CH:12]=[CH2:73])=[CH:5][CH:4]=1. The yield is 0.900. (6) The yield is 0.540. The catalyst is CN(C=O)C.ClCCl. The reactants are [O:1]=[C:2]1[C:7]([C:8]2[O:9][C:10]3[C:11](=[C:13]([C:17]([OH:19])=O)[CH:14]=[CH:15][CH:16]=3)[N:12]=2)=[CH:6][CH:5]=[CH:4][NH:3]1.Cl.C(N=C=NCCCN(C)C)C.ON1C2C=CC=CC=2N=N1.Cl.Cl.[NH2:44][C@H:45]1[CH:50]2[CH2:51][CH2:52][N:47]([CH2:48][CH2:49]2)[CH2:46]1.C(N(CC)CC)C. The product is [N:47]12[CH2:52][CH2:51][CH:50]([CH2:49][CH2:48]1)[C@H:45]([NH:44][C:17]([C:13]1[CH:14]=[CH:15][CH:16]=[C:10]3[O:9][C:8]([C:7]4[C:2](=[O:1])[NH:3][CH:4]=[CH:5][CH:6]=4)=[N:12][C:11]=13)=[O:19])[CH2:46]2. (7) No catalyst specified. The yield is 0.680. The reactants are [Br:1][C:2]1[CH:3]=[C:4]2[C:9](=[CH:10][CH:11]=1)[N:8]=[CH:7][C:6]([C:12](=[O:16])[CH:13]([CH3:15])[CH3:14])=[C:5]2Cl.[N:18]1([CH2:23][CH:24]2[CH2:29][CH2:28][NH:27][CH2:26][CH2:25]2)[CH2:22][CH2:21][CH2:20][CH2:19]1. The product is [Br:1][C:2]1[CH:3]=[C:4]2[C:9](=[CH:10][CH:11]=1)[N:8]=[CH:7][C:6]([C:12](=[O:16])[CH:13]([CH3:15])[CH3:14])=[C:5]2[N:27]1[CH2:26][CH2:25][CH:24]([CH2:23][N:18]2[CH2:22][CH2:21][CH2:20][CH2:19]2)[CH2:29][CH2:28]1. (8) The reactants are [Br:1][C:2]1[CH:3]=[C:4]([NH2:9])[C:5]([NH2:8])=[N:6][CH:7]=1.N1C=CC=CC=1.[CH2:16]([O:18][C:19](Cl)=[O:20])[CH3:17]. The catalyst is C1COCC1. The product is [NH2:8][C:5]1[C:4]([NH:9][C:19](=[O:20])[O:18][CH2:16][CH3:17])=[CH:3][C:2]([Br:1])=[CH:7][N:6]=1. The yield is 0.530. (9) The reactants are [NH2:1][C@H:2]([C:14]([O:16][CH3:17])=[O:15])[CH2:3][C:4]1[CH:13]=[CH:12][C:7]([C:8]([O:10][CH3:11])=[O:9])=[CH:6][CH:5]=1.CCN(C(C)C)C(C)C.[C:27]([C:31]1[CH:39]=[CH:38][C:34]([C:35](Cl)=[O:36])=[CH:33][CH:32]=1)([CH3:30])([CH3:29])[CH3:28]. The catalyst is C(Cl)Cl. The product is [C:27]([C:31]1[CH:32]=[CH:33][C:34]([C:35]([NH:1][C@H:2]([C:14]([O:16][CH3:17])=[O:15])[CH2:3][C:4]2[CH:13]=[CH:12][C:7]([C:8]([O:10][CH3:11])=[O:9])=[CH:6][CH:5]=2)=[O:36])=[CH:38][CH:39]=1)([CH3:30])([CH3:28])[CH3:29]. The yield is 0.450. (10) The reactants are [NH2:1][C:2]1[N:7]([CH2:8][CH2:9][CH2:10][CH2:11][CH3:12])[C:6](=[O:13])[NH:5][C:4](=[O:14])[CH:3]=1.C([O-])([O-])=O.[Cs+].[Cs+].Br[CH2:22][CH2:23][O:24][CH:25]1[CH2:30][CH2:29][CH2:28][CH2:27][O:26]1. The catalyst is CN(C=O)C. The product is [NH2:1][C:2]1[N:7]([CH2:8][CH2:9][CH2:10][CH2:11][CH3:12])[C:6](=[O:13])[N:5]([CH2:22][CH2:23][O:24][CH:25]2[CH2:30][CH2:29][CH2:28][CH2:27][O:26]2)[C:4](=[O:14])[CH:3]=1. The yield is 0.400.